From a dataset of Reaction yield outcomes from USPTO patents with 853,638 reactions. Predict the reaction yield, written as a fraction of the theoretical maximum amount of product (1.0 means a 100% yield; for example, 0.34 means a 34% yield). (1) The reactants are Br[C:2]1[C:3]([CH3:10])=[CH:4][C:5]([CH3:9])=[C:6]([CH:8]=1)[NH2:7].[N:11]1[CH:16]=[CH:15][CH:14]=[CH:13][C:12]=1[CH2:17][O:18][C:19]1[CH:27]=[CH:26][C:22]([C:23]([OH:25])=O)=[CH:21][CH:20]=1.CCN(C(C)C)C(C)C.CN(C(ON1N=[N:52][C:47]2C=C[CH:50]=[N:51][C:46]1=2)=[N+](C)C)C.F[P-](F)(F)(F)(F)F. The catalyst is CN(C=O)C.O. The product is [NH:51]1[CH:46]=[CH:47][N:52]=[C:50]1[C:2]1[C:3]([CH3:10])=[CH:4][C:5]([CH3:9])=[C:6]([NH:7][C:23](=[O:25])[C:22]2[CH:21]=[CH:20][C:19]([O:18][CH2:17][C:12]3[CH:13]=[CH:14][CH:15]=[CH:16][N:11]=3)=[CH:27][CH:26]=2)[CH:8]=1. The yield is 0.410. (2) The reactants are Br[C:2]1[S:6][C:5]([C:7]2[N:11]3[N:12]=[C:13]([CH3:21])[CH:14]=[C:15]([CH:16]([CH2:19][CH3:20])[CH2:17][CH3:18])[C:10]3=[N:9][C:8]=2[CH3:22])=[C:4]([CH3:23])[CH:3]=1.[CH2:24]([Li])[CH2:25][CH2:26][CH3:27]. The catalyst is [Cl-].[Cl-].[Zn+2].C1C=CC(P(C2C=CC=CC=2)[C-]2C=CC=C2)=CC=1.C1C=CC(P(C2C=CC=CC=2)[C-]2C=CC=C2)=CC=1.Cl[Pd]Cl.[Fe+2]. The product is [CH2:24]([C:2]1[S:6][C:5]([C:7]2[N:11]3[N:12]=[C:13]([CH3:21])[CH:14]=[C:15]([CH:16]([CH2:19][CH3:20])[CH2:17][CH3:18])[C:10]3=[N:9][C:8]=2[CH3:22])=[C:4]([CH3:23])[CH:3]=1)[CH2:25][CH2:26][CH3:27]. The yield is 0.680. (3) The reactants are [CH3:1][O:2][C:3]1[CH:4]=[C:5]([CH:14]=[CH:15][C:16]=1[N+:17]([O-])=O)[C:6]([NH:8][CH:9]1[CH2:12][N:11]([CH3:13])[CH2:10]1)=[O:7]. The catalyst is [Pd].CO.C1COCC1. The product is [NH2:17][C:16]1[CH:15]=[CH:14][C:5]([C:6]([NH:8][CH:9]2[CH2:10][N:11]([CH3:13])[CH2:12]2)=[O:7])=[CH:4][C:3]=1[O:2][CH3:1]. The yield is 0.990. (4) The reactants are [CH3:1][NH:2][C@H:3]([CH2:5]/[CH:6]=[CH:7]/[C:8]1[CH:9]=[N:10][CH:11]=[C:12]([O:14][CH:15]([CH3:17])[CH3:16])[CH:13]=1)[CH3:4].[O:18]=[C:19]([OH:31])[C@@H:20]([C@H:22]([C@H:24]([C@@H:26]([C:28]([OH:30])=[O:29])[OH:27])[OH:25])[OH:23])[OH:21].O. The product is [O:18]=[C:19]([OH:31])[C@@H:20]([C@H:22]([C@H:24]([C@@H:26]([C:28]([OH:30])=[O:29])[OH:27])[OH:25])[OH:23])[OH:21].[CH3:1][NH:2][C@H:3]([CH2:5]/[CH:6]=[CH:7]/[C:8]1[CH:9]=[N:10][CH:11]=[C:12]([O:14][CH:15]([CH3:17])[CH3:16])[CH:13]=1)[CH3:4].[CH3:1][NH:2][C@H:3]([CH2:5]/[CH:6]=[CH:7]/[C:8]1[CH:9]=[N:10][CH:11]=[C:12]([O:14][CH:15]([CH3:17])[CH3:16])[CH:13]=1)[CH3:4]. The yield is 0.260. The catalyst is C(O)C. (5) The reactants are COC(=O)NC(C(N1CCCC1C1NC(C2C=CC(C3C=CC(C4NC(C5CCCN5[C:46](=[O:56])[CH:47]([NH:51][C:52]([O:54][CH3:55])=[O:53])[CH:48]([CH3:50])[CH3:49])=NC=4)=CC=3)=CC=2)=CN=1)=O)CCC(F)(F)F.[CH3:58][O:59][C:60](=[O:105])[NH:61][CH:62]([C:71]([N:73]1[CH2:77][CH2:76][CH2:75][CH:74]1[C:78]1[NH:79][C:80]([C:83]2[CH:88]=[CH:87][C:86]([C:89]3[CH:94]=[CH:93][C:92]([C:95]4[NH:96][C:97]([CH:100]5[CH2:104][CH2:103][CH2:102][NH:101]5)=[N:98][CH:99]=4)=[CH:91][CH:90]=3)=[CH:85][CH:84]=2)=[CH:81][N:82]=1)=[O:72])[CH2:63][CH2:64][O:65][CH2:66][C:67]([F:70])([F:69])[F:68]. No catalyst specified. The product is [CH3:55][O:54][C:52](=[O:53])[NH:51][CH:47]([C:46]([N:101]1[CH2:102][CH2:103][CH2:104][CH:100]1[C:97]1[NH:96][C:95]([C:92]2[CH:93]=[CH:94][C:89]([C:86]3[CH:87]=[CH:88][C:83]([C:80]4[NH:79][C:78]([CH:74]5[CH2:75][CH2:76][CH2:77][N:73]5[C:71](=[O:72])[CH:62]([NH:61][C:60]([O:59][CH3:58])=[O:105])[CH2:63][CH2:64][O:65][CH2:66][C:67]([F:70])([F:68])[F:69])=[N:82][CH:81]=4)=[CH:84][CH:85]=3)=[CH:90][CH:91]=2)=[CH:99][N:98]=1)=[O:56])[CH:48]([CH3:50])[CH3:49]. The yield is 0.450. (6) The reactants are Cl[C:2]1[N:7]=[C:6]([CH3:8])[N:5]=[C:4]([N:9]([CH2:19][C:20]2[CH:25]=[CH:24][C:23]([O:26][CH3:27])=[CH:22][CH:21]=2)[CH2:10][C:11]2[CH:16]=[CH:15][C:14]([O:17][CH3:18])=[CH:13][CH:12]=2)[N:3]=1.[F:28][C:29]1[C:34](B(O)O)=[CH:33][C:32]([CH2:38][N:39]2[CH2:44][CH2:43][S:42][CH2:41][CH2:40]2)=[CH:31][N:30]=1.C([O-])(=O)C.[K+]. The catalyst is CCO.O. The yield is 0.673. The product is [F:28][C:29]1[C:34]([C:2]2[N:7]=[C:6]([CH3:8])[N:5]=[C:4]([N:9]([CH2:19][C:20]3[CH:25]=[CH:24][C:23]([O:26][CH3:27])=[CH:22][CH:21]=3)[CH2:10][C:11]3[CH:16]=[CH:15][C:14]([O:17][CH3:18])=[CH:13][CH:12]=3)[N:3]=2)=[CH:33][C:32]([CH2:38][N:39]2[CH2:44][CH2:43][S:42][CH2:41][CH2:40]2)=[CH:31][N:30]=1. (7) The reactants are [CH:1]([C@@H:4]1[C:9](=[O:10])[N:8]([C:11]2[CH:16]=[C:15]([S:17]([CH3:20])(=[O:19])=[O:18])[C:14]([C:21]([O:23][CH3:24])=[O:22])=[CH:13][C:12]=2[N+:25]([O-])=O)[CH2:7][CH2:6][N:5]1[C:28]([O:30][C:31]([CH3:34])([CH3:33])[CH3:32])=[O:29])([CH3:3])[CH3:2]. The catalyst is C1COCC1.CO.[Ni]. The product is [NH2:25][C:12]1[CH:13]=[C:14]([C:21]([O:23][CH3:24])=[O:22])[C:15]([S:17]([CH3:20])(=[O:18])=[O:19])=[CH:16][C:11]=1[N:8]1[CH2:7][CH2:6][N:5]([C:28]([O:30][C:31]([CH3:32])([CH3:33])[CH3:34])=[O:29])[C@H:4]([CH:1]([CH3:2])[CH3:3])[C:9]1=[O:10]. The yield is 1.00. (8) The reactants are [CH3:1][O:2][C:3]1[CH:8]=[CH:7][C:6]([C:9]([NH:24][C:25]2[O:26][C:27]([CH3:43])([CH3:42])[C:28]([F:41])([F:40])[C@:29]([C:32]3[CH:37]=[C:36](Br)[CH:35]=[CH:34][C:33]=3[F:39])([CH3:31])[N:30]=2)([C:16]2[CH:21]=[CH:20][C:19]([O:22][CH3:23])=[CH:18][CH:17]=2)[C:10]2[CH:15]=[CH:14][CH:13]=[CH:12][CH:11]=2)=[CH:5][CH:4]=1.[Cl:44][C:45]1[CH:50]=[CH:49][C:48]([C:51]#[N:52])=[CH:47][C:46]=1B(O)O. No catalyst specified. The product is [CH3:1][O:2][C:3]1[CH:8]=[CH:7][C:6]([C:9]([NH:24][C:25]2[O:26][C:27]([CH3:43])([CH3:42])[C:28]([F:41])([F:40])[C@:29]([C:32]3[CH:37]=[C:36]([C:46]4[C:45]([Cl:44])=[CH:50][CH:49]=[C:48]([C:51]#[N:52])[CH:47]=4)[CH:35]=[CH:34][C:33]=3[F:39])([CH3:31])[N:30]=2)([C:16]2[CH:21]=[CH:20][C:19]([O:22][CH3:23])=[CH:18][CH:17]=2)[C:10]2[CH:15]=[CH:14][CH:13]=[CH:12][CH:11]=2)=[CH:5][CH:4]=1. The yield is 0.220. (9) The reactants are [Cl:1][CH:2]1[C:6]([CH3:8])([CH3:7])[O:5][N:4]=[C:3]1[S:9]([CH2:11][C:12]1[C:13]([C:24]([F:27])([F:26])[F:25])=[N:14][N:15]([CH3:23])[C:16]=1[O:17][CH2:18][C:19]([F:22])([F:21])[F:20])=[O:10].ClC1C=C(C=CC=1)C(OO)=[O:33]. The catalyst is ClCCl. The product is [Cl:1][CH:2]1[C:6]([CH3:8])([CH3:7])[O:5][N:4]=[C:3]1[S:9]([CH2:11][C:12]1[C:13]([C:24]([F:27])([F:26])[F:25])=[N:14][N:15]([CH3:23])[C:16]=1[O:17][CH2:18][C:19]([F:20])([F:21])[F:22])(=[O:33])=[O:10]. The yield is 0.650. (10) The reactants are B.C1COCC1.[N+:7](/[CH:10]=[CH:11]/[C:12]1[CH:17]=[CH:16][CH:15]=[CH:14][CH:13]=1)([O-])=[O:8].[BH4-].[Na+].Cl. The catalyst is C1COCC1.O. The product is [C:12]1([CH2:11][CH2:10][NH:7][OH:8])[CH:17]=[CH:16][CH:15]=[CH:14][CH:13]=1. The yield is 0.430.